Dataset: NCI-60 drug combinations with 297,098 pairs across 59 cell lines. Task: Regression. Given two drug SMILES strings and cell line genomic features, predict the synergy score measuring deviation from expected non-interaction effect. (1) Drug 1: CC1=CC=C(C=C1)C2=CC(=NN2C3=CC=C(C=C3)S(=O)(=O)N)C(F)(F)F. Drug 2: B(C(CC(C)C)NC(=O)C(CC1=CC=CC=C1)NC(=O)C2=NC=CN=C2)(O)O. Cell line: SNB-19. Synergy scores: CSS=62.9, Synergy_ZIP=1.32, Synergy_Bliss=0.0999, Synergy_Loewe=-24.0, Synergy_HSA=-2.06. (2) Cell line: COLO 205. Drug 1: CCCS(=O)(=O)NC1=C(C(=C(C=C1)F)C(=O)C2=CNC3=C2C=C(C=N3)C4=CC=C(C=C4)Cl)F. Synergy scores: CSS=42.6, Synergy_ZIP=3.81, Synergy_Bliss=6.59, Synergy_Loewe=3.64, Synergy_HSA=4.16. Drug 2: CC1CCCC2(C(O2)CC(NC(=O)CC(C(C(=O)C(C1O)C)(C)C)O)C(=CC3=CSC(=N3)C)C)C. (3) Drug 1: CC1=C(C=C(C=C1)C(=O)NC2=CC(=CC(=C2)C(F)(F)F)N3C=C(N=C3)C)NC4=NC=CC(=N4)C5=CN=CC=C5. Drug 2: CC12CCC3C(C1CCC2O)C(CC4=C3C=CC(=C4)O)CCCCCCCCCS(=O)CCCC(C(F)(F)F)(F)F. Cell line: UACC-257. Synergy scores: CSS=0.336, Synergy_ZIP=-0.511, Synergy_Bliss=-1.25, Synergy_Loewe=0.737, Synergy_HSA=-2.33. (4) Drug 1: CC1=C2C(C(=O)C3(C(CC4C(C3C(C(C2(C)C)(CC1OC(=O)C(C(C5=CC=CC=C5)NC(=O)OC(C)(C)C)O)O)OC(=O)C6=CC=CC=C6)(CO4)OC(=O)C)OC)C)OC. Drug 2: C1=CC=C(C=C1)NC(=O)CCCCCCC(=O)NO. Cell line: HL-60(TB). Synergy scores: CSS=62.6, Synergy_ZIP=-2.92, Synergy_Bliss=-2.67, Synergy_Loewe=-29.3, Synergy_HSA=-0.104. (5) Drug 1: C1=NC(=NC(=O)N1C2C(C(C(O2)CO)O)O)N. Drug 2: CCC1(CC2CC(C3=C(CCN(C2)C1)C4=CC=CC=C4N3)(C5=C(C=C6C(=C5)C78CCN9C7C(C=CC9)(C(C(C8N6C)(C(=O)OC)O)OC(=O)C)CC)OC)C(=O)OC)O.OS(=O)(=O)O. Cell line: MCF7. Synergy scores: CSS=3.83, Synergy_ZIP=-1.07, Synergy_Bliss=2.46, Synergy_Loewe=1.07, Synergy_HSA=1.33. (6) Drug 1: CC1=C2C(C(=O)C3(C(CC4C(C3C(C(C2(C)C)(CC1OC(=O)C(C(C5=CC=CC=C5)NC(=O)OC(C)(C)C)O)O)OC(=O)C6=CC=CC=C6)(CO4)OC(=O)C)O)C)O. Drug 2: CN1C2=C(C=C(C=C2)N(CCCl)CCCl)N=C1CCCC(=O)O.Cl. Cell line: U251. Synergy scores: CSS=17.5, Synergy_ZIP=-1.15, Synergy_Bliss=1.52, Synergy_Loewe=5.28, Synergy_HSA=5.66. (7) Drug 1: CC1=CC=C(C=C1)C2=CC(=NN2C3=CC=C(C=C3)S(=O)(=O)N)C(F)(F)F. Drug 2: CN(C(=O)NC(C=O)C(C(C(CO)O)O)O)N=O. Cell line: HOP-62. Synergy scores: CSS=-13.2, Synergy_ZIP=4.71, Synergy_Bliss=0.931, Synergy_Loewe=-6.38, Synergy_HSA=-5.50. (8) Drug 1: C1CNP(=O)(OC1)N(CCCl)CCCl. Drug 2: C1CCC(C(C1)N)N.C(=O)(C(=O)[O-])[O-].[Pt+4]. Cell line: SF-295. Synergy scores: CSS=-2.53, Synergy_ZIP=-2.18, Synergy_Bliss=-7.23, Synergy_Loewe=-35.4, Synergy_HSA=-12.0. (9) Drug 1: CCN(CC)CCCC(C)NC1=C2C=C(C=CC2=NC3=C1C=CC(=C3)Cl)OC. Drug 2: C(CCl)NC(=O)N(CCCl)N=O. Cell line: M14. Synergy scores: CSS=22.4, Synergy_ZIP=-5.09, Synergy_Bliss=-0.488, Synergy_Loewe=-38.0, Synergy_HSA=-0.632.